This data is from Reaction yield outcomes from USPTO patents with 853,638 reactions. The task is: Predict the reaction yield, written as a fraction of the theoretical maximum amount of product (1.0 means a 100% yield; for example, 0.34 means a 34% yield). (1) The reactants are [Br-].[CH3:2][Si]([N-][Si](C)(C)C)(C)C.[Na+].[CH2:12]([O:19][C:20](=[O:37])[CH2:21][CH2:22][C:23](=O)[CH2:24][CH2:25][C:26]([O:28][CH2:29][C:30]1[CH:35]=[CH:34][CH:33]=[CH:32][CH:31]=1)=[O:27])[C:13]1[CH:18]=[CH:17][CH:16]=[CH:15][CH:14]=1. The catalyst is C1COCC1.O. The product is [CH2:12]([O:19][C:20](=[O:37])[CH2:21][CH2:22][C:23](=[CH2:2])[CH2:24][CH2:25][C:26]([O:28][CH2:29][C:30]1[CH:35]=[CH:34][CH:33]=[CH:32][CH:31]=1)=[O:27])[C:13]1[CH:18]=[CH:17][CH:16]=[CH:15][CH:14]=1. The yield is 0.560. (2) The reactants are C[Si](C)(C)[N-][Si](C)(C)C.[Li+].C1(N2C(S([CH2:25][C@@H:26]3[NH:30][C:29](=[O:31])[CH2:28][CH2:27]3)(=O)=O)=NN=N2)C=CC=CC=1.[CH:32]1([C:35]2[CH:36]=[CH:37][C:38]([C:43]([C:45]3[CH:50]=[CH:49][C:48]([S:51][CH3:52])=[CH:47][CH:46]=3)=O)=[N:39][C:40]=2[O:41][CH3:42])[CH2:34][CH2:33]1.[Cl-].[NH4+]. The catalyst is O1CCCC1. The product is [CH:32]1([C:35]2[CH:36]=[CH:37][C:38](/[C:43](/[C:45]3[CH:46]=[CH:47][C:48]([S:51][CH3:52])=[CH:49][CH:50]=3)=[CH:25]/[C@@H:26]3[NH:30][C:29](=[O:31])[CH2:28][CH2:27]3)=[N:39][C:40]=2[O:41][CH3:42])[CH2:34][CH2:33]1. The yield is 0.0800. (3) The reactants are [F:1][C:2]1[CH:9]=[C:8](F)[CH:7]=[C:6]([OH:11])[C:3]=1[CH:4]=[O:5].[C:12]([N:19]1[CH2:24][CH2:23][NH:22][CH2:21][CH2:20]1)([O:14][C:15]([CH3:18])([CH3:17])[CH3:16])=[O:13].C(N(CC)C(C)C)(C)C. The catalyst is CS(C)=O. The product is [F:1][C:2]1[CH:9]=[C:8]([N:22]2[CH2:21][CH2:20][N:19]([C:12]([O:14][C:15]([CH3:18])([CH3:17])[CH3:16])=[O:13])[CH2:24][CH2:23]2)[CH:7]=[C:6]([OH:11])[C:3]=1[CH:4]=[O:5]. The yield is 0.250. (4) The reactants are [NH2:1][C:2]1[CH:3]=[C:4]2[C:9](=[CH:10][CH:11]=1)[O:8][CH:7]=[CH:6][C:5]2=[O:12].[Cl:13][C:14]1[CH:19]=[CH:18][C:17]([N:20]=[C:21]=[O:22])=[CH:16][CH:15]=1. The catalyst is C1(C)C=CC=CC=1. The product is [Cl:13][C:14]1[CH:19]=[CH:18][C:17]([NH:20][C:21]([NH:1][C:2]2[CH:3]=[C:4]3[C:9](=[CH:10][CH:11]=2)[O:8][CH:7]=[CH:6][C:5]3=[O:12])=[O:22])=[CH:16][CH:15]=1. The yield is 0.990. (5) The reactants are [NH2:1][C:2]1[C:11]2[C:6](=[C:7](I)[C:8]([F:12])=[CH:9][CH:10]=2)[N:5]=[N:4][C:3]=1[C:14]([NH:16][CH:17]1[CH2:19][CH2:18]1)=[O:15].[CH3:20][O:21][C:22]1[C:27](B(O)O)=[CH:26][CH:25]=[CH:24][N:23]=1. No catalyst specified. The product is [NH2:1][C:2]1[C:11]2[C:6](=[C:7]([C:27]3[C:22]([O:21][CH3:20])=[N:23][CH:24]=[CH:25][CH:26]=3)[C:8]([F:12])=[CH:9][CH:10]=2)[N:5]=[N:4][C:3]=1[C:14]([NH:16][CH:17]1[CH2:19][CH2:18]1)=[O:15]. The yield is 0.620.